This data is from Full USPTO retrosynthesis dataset with 1.9M reactions from patents (1976-2016). The task is: Predict the reactants needed to synthesize the given product. (1) Given the product [Br:12][C:10]1[C:9]2[C:4](=[CH:5][CH:6]=[CH:7][CH:8]=2)[N:3]=[C:2]([NH:19][CH2:18][CH2:17][C:16]([O:15][CH3:14])=[O:20])[CH:11]=1, predict the reactants needed to synthesize it. The reactants are: Br[C:2]1[CH:11]=[C:10]([Br:12])[C:9]2[C:4](=[CH:5][CH:6]=[CH:7][CH:8]=2)[N:3]=1.Cl.[CH3:14][O:15][C:16](=[O:20])[CH2:17][CH2:18][NH2:19].C([O-])([O-])=O.[K+].[K+]. (2) Given the product [CH3:26][N:15]([CH2:14][C:3]1[N:2]([CH3:1])[C:6]2[C:7]([C:11]([N:49]3[CH2:54][CH2:53][NH:52][CH2:51][CH2:50]3)=[O:13])=[CH:8][CH:9]=[CH:10][C:5]=2[N:4]=1)[CH:16]1[C:25]2[N:24]=[CH:23][CH:22]=[CH:21][C:20]=2[CH2:19][CH2:18][CH2:17]1, predict the reactants needed to synthesize it. The reactants are: [CH3:1][N:2]1[C:6]2[C:7]([C:11]([OH:13])=O)=[CH:8][CH:9]=[CH:10][C:5]=2[N:4]=[C:3]1[CH2:14][N:15]([CH3:26])[CH:16]1[C:25]2[N:24]=[CH:23][CH:22]=[CH:21][C:20]=2[CH2:19][CH2:18][CH2:17]1.O=C1N(P(Cl)(N2CCOC2=O)=O)CCO1.C(OC([N:49]1[CH2:54][CH2:53][NH:52][CH2:51][CH2:50]1)=O)CCC.C(N(CC)C(C)C)(C)C.